From a dataset of Reaction yield outcomes from USPTO patents with 853,638 reactions. Predict the reaction yield, written as a fraction of the theoretical maximum amount of product (1.0 means a 100% yield; for example, 0.34 means a 34% yield). (1) The yield is 0.520. The product is [CH3:1][O:2][CH2:3][C:4]#[C:5][C:7]1[CH:28]=[CH:27][C:10]([C:11]([NH:13][S:14]([C:17]2[CH:22]=[CH:21][CH:20]=[CH:19][C:18]=2[S:23](=[O:26])(=[O:25])[NH2:24])(=[O:15])=[O:16])=[O:12])=[CH:9][CH:8]=1. The reactants are [CH3:1][O:2][CH2:3][C:4]#[CH:5].I[C:7]1[CH:28]=[CH:27][C:10]([C:11]([NH:13][S:14]([C:17]2[CH:22]=[CH:21][CH:20]=[CH:19][C:18]=2[S:23](=[O:26])(=[O:25])[NH2:24])(=[O:16])=[O:15])=[O:12])=[CH:9][CH:8]=1.C(N(CC)CC)C.Cl. The catalyst is CN(C)C=O.[Cu]I.C1C=CC([P]([Pd]([P](C2C=CC=CC=2)(C2C=CC=CC=2)C2C=CC=CC=2)([P](C2C=CC=CC=2)(C2C=CC=CC=2)C2C=CC=CC=2)[P](C2C=CC=CC=2)(C2C=CC=CC=2)C2C=CC=CC=2)(C2C=CC=CC=2)C2C=CC=CC=2)=CC=1.C(OCC)(=O)C.O. (2) The reactants are C(NC(C)C)(C)C.[Li].C([Li])CCC.[Br:14][C:15]1[CH:16]=[CH:17][C:18]([F:21])=[N:19][CH:20]=1.[CH:22](N1CCCCC1)=[O:23]. The catalyst is C1COCC1. The product is [Br:14][C:15]1[CH:16]=[C:17]([CH:22]=[O:23])[C:18]([F:21])=[N:19][CH:20]=1. The yield is 0.520. (3) The reactants are [CH3:1][N:2]1[CH2:7][CH2:6][O:5][C@H:4]([CH2:8][OH:9])[CH2:3]1.[H-].[Na+].[N+](C1C=CC([O:21][C:22]([N:24]2[CH2:29][CH2:28][N:27]([C:30]3[CH:35]=[CH:34][C:33]([F:36])=[CH:32][CH:31]=3)[CH2:26][CH2:25]2)=O)=CC=1)([O-])=O. The catalyst is C1COCC1. The product is [F:36][C:33]1[CH:32]=[CH:31][C:30]([N:27]2[CH2:26][CH2:25][N:24]([C:22]([O:9][CH2:8][C@H:4]3[O:5][CH2:6][CH2:7][N:2]([CH3:1])[CH2:3]3)=[O:21])[CH2:29][CH2:28]2)=[CH:35][CH:34]=1. The yield is 0.510. (4) The reactants are [CH3:1][O:2][C:3]1[C:7]2[C:8](=[O:25])[N:9]([CH2:16][C:17](=[O:24])[C:18]3[CH:23]=[CH:22][CH:21]=[CH:20][CH:19]=3)[C:10]3[CH:11]=[CH:12][CH:13]=[CH:14][C:15]=3[C:6]=2[N:5]([CH3:26])[C:4]=1[C:27]([NH:29][CH:30]1[CH2:35][CH2:34][NH:33][CH2:32][CH2:31]1)=[O:28].C(N(CC)CC)C.C1COCC1.[CH3:48][S:49](Cl)(=[O:51])=[O:50]. The catalyst is C(OCC)(=O)C. The product is [CH3:1][O:2][C:3]1[C:7]2[C:8](=[O:25])[N:9]([CH2:16][C:17](=[O:24])[C:18]3[CH:23]=[CH:22][CH:21]=[CH:20][CH:19]=3)[C:10]3[CH:11]=[CH:12][CH:13]=[CH:14][C:15]=3[C:6]=2[N:5]([CH3:26])[C:4]=1[C:27]([NH:29][CH:30]1[CH2:31][CH2:32][N:33]([S:49]([CH3:48])(=[O:51])=[O:50])[CH2:34][CH2:35]1)=[O:28]. The yield is 0.610. (5) The catalyst is C(OCC)C. The yield is 0.840. The reactants are [S:1]1[CH:5]=[CH:4][N:3]=[C:2]1[SH:6].C(O)(=O)C.[OH2:11].ClCl.[Cl-:14].[Na+].[OH2:16]. The product is [S:1]1[CH:5]=[CH:4][N:3]=[C:2]1[S:6]([Cl:14])(=[O:16])=[O:11]. (6) The reactants are [S:1]1[C:5]2[CH2:6][CH2:7][CH2:8][CH2:9][C:4]=2[N:3]=[C:2]1[NH2:10].[N:11]1([C:16](N2C=CN=C2)=[S:17])[CH:15]=[CH:14][N:13]=[CH:12]1. The catalyst is C(#N)C. The product is [S:1]1[C:5]2[CH2:6][CH2:7][CH2:8][CH2:9][C:4]=2[N:3]=[C:2]1[NH:10][C:16]([N:11]1[CH:15]=[CH:14][N:13]=[CH:12]1)=[S:17]. The yield is 0.700. (7) The reactants are [NH:1]1[CH2:6][CH2:5][CH2:4][CH2:3][CH2:2]1.Cl[C:8]1[C:9]([O:18][C:19]([F:22])([F:21])[F:20])=[CH:10][C:11]([N+:15]([O-:17])=[O:16])=[C:12]([NH2:14])[CH:13]=1. The catalyst is O. The product is [N+:15]([C:11]1[CH:10]=[C:9]([O:18][C:19]([F:20])([F:21])[F:22])[C:8]([N:1]2[CH2:6][CH2:5][CH2:4][CH2:3][CH2:2]2)=[CH:13][C:12]=1[NH2:14])([O-:17])=[O:16]. The yield is 0.999.